From a dataset of Full USPTO retrosynthesis dataset with 1.9M reactions from patents (1976-2016). Predict the reactants needed to synthesize the given product. (1) Given the product [CH:1]1([NH:4][C:5]([N:7]2[C:15]3[C:10](=[CH:11][C:12]([O:16][C:17]4[CH:22]=[CH:21][N:20]=[C:19]([NH:23][C:24]([CH:26]5[CH2:28][CH2:27]5)=[O:25])[CH:18]=4)=[CH:13][CH:14]=3)[CH:9]=[CH:8]2)=[O:6])[CH2:3][CH2:2]1, predict the reactants needed to synthesize it. The reactants are: [CH:1]1([NH:4][C:5]([N:7]2[C:15]3[C:10](=[CH:11][C:12]([O:16][C:17]4[CH:22]=[CH:21][N:20]=[C:19]([N:23](C(C5CC5)=O)[C:24]([CH:26]5[CH2:28][CH2:27]5)=[O:25])[CH:18]=4)=[CH:13][CH:14]=3)[CH:9]=[CH:8]2)=[O:6])[CH2:3][CH2:2]1.[Cl-].[NH4+].CN(C)C=O. (2) Given the product [F:28][C:29]1[CH:30]=[C:31]([CH2:35][CH2:36][NH:37][C:23]2[N:22]=[C:21]([C:17]3[CH:18]=[CH:19][CH:20]=[C:15]([NH:14][CH:11]4[CH2:10][CH2:9][NH:8][CH2:13][CH2:12]4)[CH:16]=3)[CH:26]=[CH:25][N:24]=2)[CH:32]=[CH:33][CH:34]=1, predict the reactants needed to synthesize it. The reactants are: C(OC([N:8]1[CH2:13][CH2:12][CH:11]([NH:14][C:15]2[CH:20]=[CH:19][CH:18]=[C:17]([C:21]3[CH:26]=[CH:25][N:24]=[C:23](Cl)[N:22]=3)[CH:16]=2)[CH2:10][CH2:9]1)=O)(C)(C)C.[F:28][C:29]1[CH:30]=[C:31]([CH2:35][CH2:36][NH2:37])[CH:32]=[CH:33][CH:34]=1. (3) Given the product [CH3:11][C:4]1[CH:3]=[C:2]([C:12]2[CH:17]=[CH:16][CH:15]=[CH:14][CH:13]=2)[CH:10]=[CH:9][C:5]=1[C:6]([OH:8])=[O:7], predict the reactants needed to synthesize it. The reactants are: Br[C:2]1[CH:10]=[CH:9][C:5]([C:6]([OH:8])=[O:7])=[C:4]([CH3:11])[CH:3]=1.[C:12]1(B(O)O)[CH:17]=[CH:16][CH:15]=[CH:14][CH:13]=1.C(=O)([O-])[O-].[Na+].[Na+]. (4) Given the product [Cl:22][C:23]1[N:28]=[C:27]([C:16]2[S:15][C:14]3[CH:13]=[CH:12][CH:11]=[C:10]([C:7]([OH:9])=[O:8])[C:18]=3[CH:17]=2)[C:26]([Cl:31])=[CH:25][N:24]=1, predict the reactants needed to synthesize it. The reactants are: C([O-])([O-])=O.[Na+].[Na+].[C:7]([C:10]1[C:18]2[CH:17]=[C:16](B(O)O)[S:15][C:14]=2[CH:13]=[CH:12][CH:11]=1)([OH:9])=[O:8].[Cl:22][C:23]1[N:28]=[C:27](Cl)[CH:26]=[C:25](Cl)[N:24]=1.[ClH:31]. (5) Given the product [CH3:47][O:48][CH2:49][C:50]([NH:46][C:42]1[CH:43]=[CH:44][CH:45]=[C:40]([C:9]2[C:10]3[C:15](=[CH:14][CH:13]=[C:12]([C:16]4[N:20]=[CH:19][N:18]([C:21]([C:28]5[CH:33]=[CH:32][CH:31]=[CH:30][CH:29]=5)([C:22]5[CH:27]=[CH:26][CH:25]=[CH:24][CH:23]=5)[C:34]5[CH:35]=[CH:36][CH:37]=[CH:38][CH:39]=5)[N:17]=4)[CH:11]=3)[N:7]([CH:2]3[CH2:3][CH2:4][CH2:5][CH2:6][O:1]3)[N:8]=2)[CH:41]=1)=[O:51], predict the reactants needed to synthesize it. The reactants are: [O:1]1[CH2:6][CH2:5][CH2:4][CH2:3][CH:2]1[N:7]1[C:15]2[C:10](=[CH:11][C:12]([C:16]3[N:20]=[CH:19][N:18]([C:21]([C:34]4[CH:39]=[CH:38][CH:37]=[CH:36][CH:35]=4)([C:28]4[CH:33]=[CH:32][CH:31]=[CH:30][CH:29]=4)[C:22]4[CH:27]=[CH:26][CH:25]=[CH:24][CH:23]=4)[N:17]=3)=[CH:13][CH:14]=2)[C:9]([C:40]2[CH:41]=[C:42]([NH2:46])[CH:43]=[CH:44][CH:45]=2)=[N:8]1.[CH3:47][O:48][CH2:49][C:50](Cl)=[O:51].C(N(CC)CC)C. (6) Given the product [Br:12][CH:8]([C:5]1[CH:6]=[CH:7][C:2]([F:1])=[CH:3][CH:4]=1)[CH3:9], predict the reactants needed to synthesize it. The reactants are: [F:1][C:2]1[CH:7]=[CH:6][C:5]([CH:8](O)[CH3:9])=[CH:4][CH:3]=1.P(Br)(Br)[Br:12].O.